This data is from Full USPTO retrosynthesis dataset with 1.9M reactions from patents (1976-2016). The task is: Predict the reactants needed to synthesize the given product. (1) Given the product [Br:17][C:2]1[CH:7]=[CH:6][C:5]([O:8][CH:9]([F:11])[F:10])=[C:4]([CH3:12])[CH:3]=1, predict the reactants needed to synthesize it. The reactants are: N[C:2]1[CH:7]=[CH:6][C:5]([O:8][CH:9]([F:11])[F:10])=[C:4]([CH3:12])[CH:3]=1.N([O-])=O.[Na+].[BrH:17]. (2) Given the product [NH:22]1[C:7]2[C:8](=[CH:13][CH:12]=[CH:11][CH:17]=2)[CH:9]=[N:10]1, predict the reactants needed to synthesize it. The reactants are: C(N1[C:9]2=[N:10][CH:11]=[C:12]([N+]([O-])=O)[CH:13]=[C:8]2[C:7]([C:17](O)=O)=C1)(C)(C)C.CC(C)[N:22]=C=NC(C)C.CCN(C(C)C)C(C)C.N1C2C(=CC=CN=2)C=C1. (3) Given the product [Si:1]([O:8][CH2:9][C:10]1[CH:11]=[C:12]([CH:15]=[CH:16][CH:17]=1)[CH2:13][NH2:14])([C:4]([CH3:7])([CH3:6])[CH3:5])([CH3:3])[CH3:2], predict the reactants needed to synthesize it. The reactants are: [Si:1]([O:8][CH2:9][C:10]1[CH:11]=[C:12]([CH:15]=[CH:16][CH:17]=1)[C:13]#[N:14])([C:4]([CH3:7])([CH3:6])[CH3:5])([CH3:3])[CH3:2].[H-].[H-].[H-].[H-].[Li+].[Al+3]. (4) Given the product [I:13][C:8]1[C:9]([O:11][CH3:12])=[CH:10][C:3]([O:2][CH3:1])=[C:4]([CH:7]=1)[CH:5]=[O:6], predict the reactants needed to synthesize it. The reactants are: [CH3:1][O:2][C:3]1[CH:10]=[C:9]([O:11][CH3:12])[CH:8]=[CH:7][C:4]=1[CH:5]=[O:6].[I:13]Cl.Cl. (5) Given the product [S:1]1[C:5]([C@H:6]([O:32][Si:33]([C:46]([CH3:48])([CH3:47])[CH3:49])([C:40]2[CH:41]=[CH:42][CH:43]=[CH:44][CH:45]=2)[C:34]2[CH:35]=[CH:36][CH:37]=[CH:38][CH:39]=2)/[CH:7]=[CH:8]/[C@H:9]2[C:13](=[CH2:54])[CH2:12][C@H:11]([O:15][CH:16]3[CH2:21][CH2:20][CH2:19][CH2:18][O:17]3)[C@@H:10]2[CH2:22]/[CH:23]=[CH:24]\[CH2:25][CH2:26][CH2:27][C:28]([O:30][CH3:31])=[O:29])=[CH:4][C:3]2[CH:50]=[CH:51][CH:52]=[CH:53][C:2]1=2, predict the reactants needed to synthesize it. The reactants are: [S:1]1[C:5]([C@H:6]([O:32][Si:33]([C:46]([CH3:49])([CH3:48])[CH3:47])([C:40]2[CH:45]=[CH:44][CH:43]=[CH:42][CH:41]=2)[C:34]2[CH:39]=[CH:38][CH:37]=[CH:36][CH:35]=2)/[CH:7]=[CH:8]/[C@H:9]2[C:13](=O)[CH2:12][C@H:11]([O:15][CH:16]3[CH2:21][CH2:20][CH2:19][CH2:18][O:17]3)[C@@H:10]2[CH2:22]/[CH:23]=[CH:24]\[CH2:25][CH2:26][CH2:27][C:28]([O:30][CH3:31])=[O:29])=[CH:4][C:3]2[CH:50]=[CH:51][CH:52]=[CH:53][C:2]1=2.[CH2:54](Br)Br.